From a dataset of Catalyst prediction with 721,799 reactions and 888 catalyst types from USPTO. Predict which catalyst facilitates the given reaction. (1) Reactant: C=O.Cl.[Br:4][C:5]1[CH:10]=[CH:9][C:8]([NH:11][C@@H:12]2[CH2:17][CH2:16][NH:15][CH2:14][C@H:13]2[OH:18])=[C:7]([N+:19]([O-:21])=[O:20])[CH:6]=1.[C:22](O)(=O)C.C([BH3-])#N.[Na+]. Product: [Br:4][C:5]1[CH:10]=[CH:9][C:8]([NH:11][C@@H:12]2[CH2:17][CH2:16][N:15]([CH3:22])[CH2:14][C@H:13]2[OH:18])=[C:7]([N+:19]([O-:21])=[O:20])[CH:6]=1. The catalyst class is: 6. (2) Reactant: [NH2:1][C:2]1[C:3]([CH3:18])=[C:4]([NH:10][C:11](=[O:17])[CH2:12][C:13]([CH3:16])([CH3:15])[CH3:14])[C:5]([CH2:8][CH3:9])=[CH:6][CH:7]=1.[F:19][C:20]1[CH:27]=[CH:26][C:23]([CH:24]=O)=[CH:22][CH:21]=1.[BH4-].[Na+].CO. Product: [CH2:8]([C:5]1[C:4]([NH:10][C:11](=[O:17])[CH2:12][C:13]([CH3:14])([CH3:16])[CH3:15])=[C:3]([CH3:18])[C:2]([NH:1][CH2:24][C:23]2[CH:26]=[CH:27][C:20]([F:19])=[CH:21][CH:22]=2)=[CH:7][CH:6]=1)[CH3:9]. The catalyst class is: 1. (3) Reactant: [CH:1]1([C:4]2[CH:8]=[C:7]([NH2:9])[N:6]([CH3:10])[N:5]=2)[CH2:3][CH2:2]1.[Cl:11][C:12]1[CH:19]=[CH:18][C:15]([CH:16]=O)=[C:14]([CH3:20])[CH:13]=1.[SH:21][C:22]([CH3:27])([CH3:26])[C:23](O)=[O:24]. Product: [Cl:11][C:12]1[CH:19]=[CH:18][C:15]([CH:16]2[S:21][C:22]([CH3:27])([CH3:26])[C:23](=[O:24])[NH:9][C:7]3[N:6]([CH3:10])[N:5]=[C:4]([CH:1]4[CH2:3][CH2:2]4)[C:8]2=3)=[C:14]([CH3:20])[CH:13]=1. The catalyst class is: 10. (4) Reactant: C([O-])([O-])=O.[K+].[K+].[O:7]=[C:8]1[CH:13]=[C:12]([NH:14][C:15](=[O:23])[CH2:16][C:17]2[CH:22]=[CH:21][CH:20]=[CH:19][CH:18]=2)[CH:11]=[CH:10][NH:9]1.[Br:24][CH2:25][CH:26]([F:30])[CH2:27][CH2:28]Br. Product: [Br:24][CH2:25][CH:26]([F:30])[CH2:27][CH2:28][N:9]1[CH:10]=[CH:11][C:12]([NH:14][C:15](=[O:23])[CH2:16][C:17]2[CH:18]=[CH:19][CH:20]=[CH:21][CH:22]=2)=[CH:13][C:8]1=[O:7]. The catalyst class is: 3.